From a dataset of NCI-60 drug combinations with 297,098 pairs across 59 cell lines. Regression. Given two drug SMILES strings and cell line genomic features, predict the synergy score measuring deviation from expected non-interaction effect. Synergy scores: CSS=10.5, Synergy_ZIP=-0.993, Synergy_Bliss=-1.60, Synergy_Loewe=-13.3, Synergy_HSA=-2.24. Drug 1: C1C(C(OC1N2C=NC3=C(N=C(N=C32)Cl)N)CO)O. Drug 2: C1CNP(=O)(OC1)N(CCCl)CCCl. Cell line: UACC-257.